This data is from NCI-60 drug combinations with 297,098 pairs across 59 cell lines. The task is: Regression. Given two drug SMILES strings and cell line genomic features, predict the synergy score measuring deviation from expected non-interaction effect. (1) Drug 1: C1=CN(C(=O)N=C1N)C2C(C(C(O2)CO)O)O.Cl. Drug 2: CCC1(C2=C(COC1=O)C(=O)N3CC4=CC5=C(C=CC(=C5CN(C)C)O)N=C4C3=C2)O.Cl. Cell line: OVCAR-8. Synergy scores: CSS=42.4, Synergy_ZIP=-2.43, Synergy_Bliss=-1.94, Synergy_Loewe=-2.69, Synergy_HSA=1.87. (2) Drug 1: C1CCN(CC1)CCOC2=CC=C(C=C2)C(=O)C3=C(SC4=C3C=CC(=C4)O)C5=CC=C(C=C5)O. Drug 2: CC=C1C(=O)NC(C(=O)OC2CC(=O)NC(C(=O)NC(CSSCCC=C2)C(=O)N1)C(C)C)C(C)C. Cell line: PC-3. Synergy scores: CSS=8.01, Synergy_ZIP=1.25, Synergy_Bliss=1.74, Synergy_Loewe=-40.4, Synergy_HSA=0.350. (3) Drug 1: CC1CCC2CC(C(=CC=CC=CC(CC(C(=O)C(C(C(=CC(C(=O)CC(OC(=O)C3CCCCN3C(=O)C(=O)C1(O2)O)C(C)CC4CCC(C(C4)OC)O)C)C)O)OC)C)C)C)OC. Drug 2: C1CN(P(=O)(OC1)NCCCl)CCCl. Cell line: U251. Synergy scores: CSS=22.0, Synergy_ZIP=-3.46, Synergy_Bliss=-1.01, Synergy_Loewe=-81.0, Synergy_HSA=-3.57. (4) Cell line: NCI/ADR-RES. Drug 2: CC(C)NC(=O)C1=CC=C(C=C1)CNNC.Cl. Drug 1: CN1C2=C(C=C(C=C2)N(CCCl)CCCl)N=C1CCCC(=O)O.Cl. Synergy scores: CSS=0.376, Synergy_ZIP=1.34, Synergy_Bliss=2.15, Synergy_Loewe=1.94, Synergy_HSA=-0.141. (5) Drug 1: C1=CN(C(=O)N=C1N)C2C(C(C(O2)CO)O)O.Cl. Drug 2: C1CN(CCN1C(=O)CCBr)C(=O)CCBr. Cell line: HCC-2998. Synergy scores: CSS=45.4, Synergy_ZIP=-6.46, Synergy_Bliss=-7.09, Synergy_Loewe=-1.23, Synergy_HSA=0.219. (6) Drug 1: CC12CCC3C(C1CCC2=O)CC(=C)C4=CC(=O)C=CC34C. Drug 2: C1=NNC2=C1C(=O)NC=N2. Cell line: MCF7. Synergy scores: CSS=20.8, Synergy_ZIP=-1.86, Synergy_Bliss=-0.452, Synergy_Loewe=-5.31, Synergy_HSA=-0.773.